Task: Predict the reaction yield, written as a fraction of the theoretical maximum amount of product (1.0 means a 100% yield; for example, 0.34 means a 34% yield).. Dataset: Reaction yield outcomes from USPTO patents with 853,638 reactions (1) The reactants are [C:1]([C:3]1[CH:11]=[C:10]2[C:6]([CH:7]=[CH:8][NH:9]2)=[CH:5][CH:4]=1)#[N:2].C([Mg]Br)C.[CH3:16][C:17]1([CH3:25])[C:19]([CH3:21])([CH3:20])[CH:18]1[C:22](Cl)=[O:23]. The catalyst is [Cl-].[Zn+2].[Cl-]. The product is [CH3:16][C:17]1([CH3:25])[C:19]([CH3:21])([CH3:20])[CH:18]1[C:22]([C:7]1[C:6]2[C:10](=[CH:11][C:3]([C:1]#[N:2])=[CH:4][CH:5]=2)[NH:9][CH:8]=1)=[O:23]. The yield is 0.490. (2) The reactants are [CH3:1][C:2]1([CH3:27])[CH:6]([C:7]2[CH:12]=[CH:11][C:10]([N:13]3[CH2:18][CH2:17][O:16][CH2:15][CH2:14]3)=[CH:9][CH:8]=2)[C:5]2[C:19]([CH3:26])=[C:20]([OH:25])[C:21]([CH3:24])=[C:22]([CH3:23])[C:4]=2[O:3]1.[CH3:28][O:29][C:30]1[CH:37]=[CH:36][C:33]([CH2:34]Cl)=[CH:32][CH:31]=1. No catalyst specified. The product is [CH3:28][O:29][C:30]1[CH:37]=[CH:36][C:33]([CH2:34][O:25][C:20]2[C:21]([CH3:24])=[C:22]([CH3:23])[C:4]3[O:3][C:2]([CH3:27])([CH3:1])[CH:6]([C:7]4[CH:8]=[CH:9][C:10]([N:13]5[CH2:14][CH2:15][O:16][CH2:17][CH2:18]5)=[CH:11][CH:12]=4)[C:5]=3[C:19]=2[CH3:26])=[CH:32][CH:31]=1. The yield is 0.380. (3) The reactants are C([O-])(=O)C.[K+].Br[C:7]1[CH:8]=[C:9]([C:13]2[CH:14]=[N:15][CH:16]=[N:17][CH:18]=2)[CH:10]=[CH:11][CH:12]=1.[B:19]1([B:19]2[O:23][C:22]([CH3:25])([CH3:24])[C:21]([CH3:27])([CH3:26])[O:20]2)[O:23][C:22]([CH3:25])([CH3:24])[C:21]([CH3:27])([CH3:26])[O:20]1.ClCCl. The catalyst is O1CCOCC1. The product is [CH3:26][C:21]1([CH3:27])[C:22]([CH3:25])([CH3:24])[O:23][B:19]([C:7]2[CH:8]=[C:9]([C:13]3[CH:14]=[N:15][CH:16]=[N:17][CH:18]=3)[CH:10]=[CH:11][CH:12]=2)[O:20]1. The yield is 0.900. (4) The reactants are [Cl:1][C:2]1[CH:7]=[C:6](Cl)[C:5]([N+:9]([O-:11])=[O:10])=[CH:4][N:3]=1.CCN(C(C)C)C(C)C.[CH:21]1([C:24]2[NH:28][N:27]=[C:26]([NH2:29])[CH:25]=2)[CH2:23][CH2:22]1. The catalyst is C1COCC1. The product is [Cl:1][C:2]1[CH:7]=[C:6]([NH:29][C:26]2[CH:25]=[C:24]([CH:21]3[CH2:23][CH2:22]3)[NH:28][N:27]=2)[C:5]([N+:9]([O-:11])=[O:10])=[CH:4][N:3]=1. The yield is 0.890. (5) The reactants are [Cl:1][C:2]1[CH:7]=[CH:6][C:5]([S:8]([NH:11][C:12]2[CH:13]=[CH:14][CH:15]=[C:16]3[C:21]=2[N:20]=[C:19]([Cl:22])[CH:18]=[CH:17]3)(=[O:10])=[O:9])=[C:4]([N+:23]([O-])=O)[CH:3]=1.Cl[Sn]Cl. The catalyst is CCO. The yield is 0.460. The product is [NH2:23][C:4]1[CH:3]=[C:2]([Cl:1])[CH:7]=[CH:6][C:5]=1[S:8]([NH:11][C:12]1[CH:13]=[CH:14][CH:15]=[C:16]2[C:21]=1[N:20]=[C:19]([Cl:22])[CH:18]=[CH:17]2)(=[O:9])=[O:10]. (6) The reactants are Br[C:2]1[CH:23]=[CH:22][C:5]2[C:6]3[N:7]=[C:8]([C:14]4[N:15]([CH:19]([CH3:21])[CH3:20])[N:16]=[CH:17][N:18]=4)[S:9][C:10]=3[CH2:11][CH2:12][O:13][C:4]=2[CH:3]=1.[B:24]1([B:24]2[O:29][CH2:28][C:27]([CH3:31])([CH3:30])[CH2:26][O:25]2)[O:29][CH2:28][C:27]([CH3:31])([CH3:30])[CH2:26][O:25]1.C([O-])(=O)C.[K+].C. The catalyst is O1CCOCC1.C(Cl)Cl. The product is [CH3:30][C:27]1([CH3:31])[CH2:28][O:29][B:24]([C:2]2[CH:23]=[CH:22][C:5]3[C:6]4[N:7]=[C:8]([C:14]5[N:15]([CH:19]([CH3:21])[CH3:20])[N:16]=[CH:17][N:18]=5)[S:9][C:10]=4[CH2:11][CH2:12][O:13][C:4]=3[CH:3]=2)[O:25][CH2:26]1. The yield is 0.910. (7) The reactants are [Br:1][C:2]1[CH:7]=[CH:6][C:5]([CH2:8][C:9]([OH:11])=O)=[C:4]([F:12])[CH:3]=1.[CH2:13]([O:15][C:16]1[N:21]=[CH:20][C:19]([NH2:22])=[CH:18][C:17]=1[C:23]([F:26])([F:25])[F:24])[CH3:14].CCN(C(C)C)C(C)C.CN(C(ON1N=NC2C=CC=NC1=2)=[N+](C)C)C.F[P-](F)(F)(F)(F)F. The catalyst is C(Cl)Cl.O. The product is [Br:1][C:2]1[CH:7]=[CH:6][C:5]([CH2:8][C:9]([NH:22][C:19]2[CH:20]=[N:21][C:16]([O:15][CH2:13][CH3:14])=[C:17]([C:23]([F:24])([F:25])[F:26])[CH:18]=2)=[O:11])=[C:4]([F:12])[CH:3]=1. The yield is 0.590. (8) The catalyst is CCOCC.C1COCC1. The reactants are [CH3:1][N:2]1[CH2:7][CH2:6][CH2:5][C@@H:4]([C:8](OCC)=[O:9])[CH2:3]1.[H-].[Al+3].[Li+].[H-].[H-].[H-].O.[OH-].[Na+]. The yield is 0.940. The product is [CH3:1][N:2]1[CH2:7][CH2:6][CH2:5][C@@H:4]([CH2:8][OH:9])[CH2:3]1. (9) The reactants are F[C:2]1[CH:9]=[CH:8][C:7]([N+:10]([O-:12])=[O:11])=[CH:6][C:3]=1[C:4]#[N:5].C(=O)([O-])[O-].[K+].[K+].[C:19]([O:23][C:24]([N:26]1[CH2:31][CH2:30][NH:29][CH2:28][CH2:27]1)=[O:25])([CH3:22])([CH3:21])[CH3:20]. The catalyst is C(O)C. The product is [C:19]([O:23][C:24]([N:26]1[CH2:31][CH2:30][N:29]([C:2]2[CH:9]=[CH:8][C:7]([N+:10]([O-:12])=[O:11])=[CH:6][C:3]=2[C:4]#[N:5])[CH2:28][CH2:27]1)=[O:25])([CH3:22])([CH3:20])[CH3:21]. The yield is 0.590. (10) The reactants are [Cl-].[CH2:2]([N+:4]1[CH:8]=[CH:7][N:6]([CH3:9])[CH:5]=1)[CH3:3].C.[F:11][C:12]([F:25])([F:24])[S:13]([N-:16][S:17]([C:20]([F:23])([F:22])[F:21])(=[O:19])=[O:18])(=[O:15])=[O:14].[Li+]. The catalyst is O. The product is [F:23][C:20]([F:21])([F:22])[S:17]([N-:16][S:13]([C:12]([F:11])([F:24])[F:25])(=[O:14])=[O:15])(=[O:18])=[O:19].[CH2:2]([N+:4]1[CH:8]=[CH:7][N:6]([CH3:9])[CH:5]=1)[CH3:3]. The yield is 0.870.